This data is from Catalyst prediction with 721,799 reactions and 888 catalyst types from USPTO. The task is: Predict which catalyst facilitates the given reaction. Reactant: I[CH2:2][CH3:3].FC(F)(F)C(O)=O.[NH:11]1[CH2:15][CH2:14][C@@H:13]([CH2:16][NH:17][C:18](=[O:27])[O:19][CH2:20][C:21]2[CH:26]=[CH:25][CH:24]=[CH:23][CH:22]=2)[CH2:12]1.C(=O)([O-])[O-].[K+].[K+].O. Product: [CH2:2]([N:11]1[CH2:15][CH2:14][C@@H:13]([CH2:16][NH:17][C:18](=[O:27])[O:19][CH2:20][C:21]2[CH:26]=[CH:25][CH:24]=[CH:23][CH:22]=2)[CH2:12]1)[CH3:3]. The catalyst class is: 3.